Dataset: Reaction yield outcomes from USPTO patents with 853,638 reactions. Task: Predict the reaction yield, written as a fraction of the theoretical maximum amount of product (1.0 means a 100% yield; for example, 0.34 means a 34% yield). (1) The reactants are [NH2:1][C:2]1[CH:9]=[CH:8][C:5]([C:6]#[N:7])=[CH:4][CH:3]=1.[Br:10][C:11]1[CH:12]=[C:13]([CH:16]=[CH:17][CH:18]=1)[CH:14]=O.[CH2:19]=[C:20]([CH3:22])[CH3:21].FC(F)(F)S([O-])(=O)=O.[Yb+3].FC(F)(F)S([O-])(=O)=O.FC(F)(F)S([O-])(=O)=O. The catalyst is C(#N)C.C(OCC)(=O)C. The product is [Br:10][C:11]1[CH:12]=[C:13]([CH:14]2[CH2:19][C:20]([CH3:22])([CH3:21])[C:9]3[C:2](=[CH:3][CH:4]=[C:5]([C:6]#[N:7])[CH:8]=3)[NH:1]2)[CH:16]=[CH:17][CH:18]=1. The yield is 0.400. (2) The reactants are [C:1]1([C:29]2[CH:34]=[CH:33][CH:32]=[CH:31][CH:30]=2)[CH:6]=[CH:5][C:4]([CH2:7][CH2:8][NH:9][C:10]2[N:18]=[C:17]([Cl:19])[N:16]=[C:15]3[C:11]=2[N:12]=[CH:13][N:14]3[C@H:20]2[C@H:24]([OH:25])[C@H:23]([OH:26])[C@@H:22]([CH2:27][OH:28])[O:21]2)=[CH:3][CH:2]=1.CO[C:37](OC)([CH3:39])[CH3:38].CC1C=CC(S(O)(=O)=O)=CC=1. The catalyst is CC(C)=O. The product is [C:1]1([C:29]2[CH:34]=[CH:33][CH:32]=[CH:31][CH:30]=2)[CH:2]=[CH:3][C:4]([CH2:7][CH2:8][NH:9][C:10]2[N:18]=[C:17]([Cl:19])[N:16]=[C:15]3[C:11]=2[N:12]=[CH:13][N:14]3[C@H:20]2[C@@H:24]3[O:25][C:37]([CH3:39])([CH3:38])[O:26][C@@H:23]3[C@@H:22]([CH2:27][OH:28])[O:21]2)=[CH:5][CH:6]=1. The yield is 0.660.